Predict the reaction yield, written as a fraction of the theoretical maximum amount of product (1.0 means a 100% yield; for example, 0.34 means a 34% yield). From a dataset of Reaction yield outcomes from USPTO patents with 853,638 reactions. The reactants are [F:1][C:2]1[CH:7]=[CH:6][C:5]([N:8]2[CH:12]=[CH:11][CH:10]=[N:9]2)=[CH:4][CH:3]=1.[Li+].CCC[CH2-].[B:18](OC(C)C)([O:23]C(C)C)[O:19]C(C)C.Cl. The catalyst is C1COCC1. The product is [F:1][C:2]1[CH:3]=[CH:4][C:5]([N:8]2[C:12]([B:18]([OH:23])[OH:19])=[CH:11][CH:10]=[N:9]2)=[CH:6][CH:7]=1. The yield is 0.240.